This data is from Full USPTO retrosynthesis dataset with 1.9M reactions from patents (1976-2016). The task is: Predict the reactants needed to synthesize the given product. (1) Given the product [CH3:10][C:9]([C@@H:3]1[C@@H:4]([CH3:8])[CH2:5][CH2:6][CH2:7][C:2]1([CH3:1])[CH3:12])=[O:11], predict the reactants needed to synthesize it. The reactants are: [CH3:1][C:2]1([CH3:12])[CH2:7][CH2:6][CH2:5][C@H:4]([CH3:8])[CH:3]1[C@H:9]([OH:11])[CH3:10].[H][H]. (2) Given the product [C:1]([O:5][C:6](=[O:25])[C:7]1[CH:8]=[C:9]([CH:2]=[C:1]([CH3:4])[CH3:3])[CH:10]=[C:11]([N:13]([S:20]([CH3:23])(=[O:22])=[O:21])[C:14]2[CH:19]=[CH:18][CH:17]=[CH:16][CH:15]=2)[CH:12]=1)([CH3:4])([CH3:3])[CH3:2], predict the reactants needed to synthesize it. The reactants are: [C:1]([O:5][C:6](=[O:25])[C:7]1[CH:12]=[C:11]([N:13]([S:20]([CH3:23])(=[O:22])=[O:21])[C:14]2[CH:19]=[CH:18][CH:17]=[CH:16][CH:15]=2)[CH:10]=[C:9](Br)[CH:8]=1)([CH3:4])([CH3:3])[CH3:2].C([O-])([O-])=O.[K+].[K+]. (3) Given the product [CH2:21]([NH:27][CH:2]1[C:10]2[C:5](=[CH:6][C:7]([O:11][C:12]3[CH:20]=[CH:19][C:15]([C:16]([NH2:18])=[O:17])=[CH:14][N:13]=3)=[CH:8][CH:9]=2)[CH2:4][CH2:3]1)[CH2:22][CH2:23][CH2:24][CH2:25][CH3:26], predict the reactants needed to synthesize it. The reactants are: O=[C:2]1[C:10]2[C:5](=[CH:6][C:7]([O:11][C:12]3[CH:20]=[CH:19][C:15]([C:16]([NH2:18])=[O:17])=[CH:14][N:13]=3)=[CH:8][CH:9]=2)[CH2:4][CH2:3]1.[CH2:21]([NH2:27])[CH2:22][CH2:23][CH2:24][CH2:25][CH3:26].[BH3-]C#N.[Na+]. (4) Given the product [Cl:36][C:24]1[CH:25]=[C:26]2[C:21](=[CH:22][CH:23]=1)[C:20]([N:19]([C:48]([C:47]([F:58])([F:57])[F:46])=[O:49])[CH2:18][CH2:17][NH:16][C:12]1[C:13]3[C:4]([N:5]=[C:6]4[C:11]=1[CH:10]=[C:9]([O:37][CH3:38])[CH:8]=[CH:7]4)=[CH:3][C:2]([Cl:1])=[CH:15][CH:14]=3)=[C:33]1[C:28]([CH:29]=[CH:30][C:31]([O:34][CH3:35])=[CH:32]1)=[N:27]2, predict the reactants needed to synthesize it. The reactants are: [Cl:1][C:2]1[CH:3]=[C:4]2[C:13](=[CH:14][CH:15]=1)[C:12]([NH:16][CH2:17][CH2:18][NH:19][C:20]1[C:21]3[C:26]([N:27]=[C:28]4[C:33]=1[CH:32]=[C:31]([O:34][CH3:35])[CH:30]=[CH:29]4)=[CH:25][C:24]([Cl:36])=[CH:23][CH:22]=3)=[C:11]1[C:6]([CH:7]=[CH:8][C:9]([O:37][CH3:38])=[CH:10]1)=[N:5]2.C(N(CC)CC)C.[F:46][C:47]([F:58])([F:57])[C:48](O[C:48](=[O:49])[C:47]([F:58])([F:57])[F:46])=[O:49]. (5) Given the product [CH3:29][O:28][C:26](=[O:27])[CH2:25][S:22]([NH:1][C:2]1[CH:10]=[C:9]([C:11]([O:13][CH3:14])=[O:12])[CH:8]=[C:7]2[C:3]=1[CH:4]=[CH:5][NH:6]2)(=[O:24])=[O:23], predict the reactants needed to synthesize it. The reactants are: [NH2:1][C:2]1[CH:10]=[C:9]([C:11]([O:13][CH3:14])=[O:12])[CH:8]=[C:7]2[C:3]=1[CH:4]=[CH:5][NH:6]2.N1C=CC=CC=1.Cl[S:22]([CH2:25][C:26]([O:28][CH3:29])=[O:27])(=[O:24])=[O:23]. (6) Given the product [ClH:2].[NH2:3][C:4]1[C:9]([C:10]2[CH:11]=[CH:12][C:13]([NH:16][C:17]([C:19]3[C:24](=[O:25])[C:23]([C:26]4[CH:27]=[CH:28][C:29]([F:32])=[CH:30][CH:31]=4)=[CH:22][N:21]([CH2:33][C:34]([F:35])([F:36])[F:37])[CH:20]=3)=[O:18])=[CH:14][CH:15]=2)=[CH:8][C:7]([C:38]2[CH:43]=[CH:42][C:41]([O:44][CH3:45])=[C:40]([O:46][CH3:47])[CH:39]=2)=[CH:6][N:5]=1, predict the reactants needed to synthesize it. The reactants are: O.[ClH:2].[NH2:3][C:4]1[C:9]([C:10]2[CH:15]=[CH:14][C:13]([NH:16][C:17]([C:19]3[C:24](=[O:25])[C:23]([C:26]4[CH:31]=[CH:30][C:29]([F:32])=[CH:28][CH:27]=4)=[CH:22][N:21]([CH2:33][C:34]([F:37])([F:36])[F:35])[CH:20]=3)=[O:18])=[CH:12][CH:11]=2)=[CH:8][C:7]([C:38]2[CH:43]=[CH:42][C:41]([O:44][CH3:45])=[C:40]([O:46][CH3:47])[CH:39]=2)=[CH:6][N:5]=1. (7) Given the product [C:1]([N:7]([CH2:22][C:23]1[CH:28]=[CH:27][C:26]([C:29]2[CH:34]=[CH:33][CH:32]=[CH:31][C:30]=2[C:35]2[N:39]([C:40]([C:41]3[CH:42]=[CH:43][CH:44]=[CH:45][CH:46]=3)([C:47]3[CH:52]=[CH:51][CH:50]=[CH:49][CH:48]=3)[C:53]3[CH:54]=[CH:55][CH:56]=[CH:57][CH:58]=3)[N:38]=[N:37][N:36]=2)=[CH:25][CH:24]=1)[C@H:8]([C:12]([OH:14])=[O:13])[CH:9]([CH3:11])[CH3:10])(=[O:6])[CH2:2][CH2:3][CH2:4][CH3:5], predict the reactants needed to synthesize it. The reactants are: [C:1]([N:7]([CH2:22][C:23]1[CH:28]=[CH:27][C:26]([C:29]2[CH:34]=[CH:33][CH:32]=[CH:31][C:30]=2[C:35]2[N:39]([C:40]([C:53]3[CH:58]=[CH:57][CH:56]=[CH:55][CH:54]=3)([C:47]3[CH:52]=[CH:51][CH:50]=[CH:49][CH:48]=3)[C:41]3[CH:46]=[CH:45][CH:44]=[CH:43][CH:42]=3)[N:38]=[N:37][N:36]=2)=[CH:25][CH:24]=1)[C@H:8]([C:12]([O:14]CC1C=CC=CC=1)=[O:13])[CH:9]([CH3:11])[CH3:10])(=[O:6])[CH2:2][CH2:3][CH2:4][CH3:5]. (8) Given the product [ClH:35].[CH3:28][O:27][C:25]1[CH:39]=[CH:38][CH:37]=[CH:36][C:24]=1[CH2:23][S:22][C:11]1[CH:10]=[C:9]([O:8][CH2:1][C:2]2[CH:7]=[CH:6][CH:5]=[CH:4][CH:3]=2)[C:14]([NH:15][C:16]2[S:17][CH:18]=[C:19]([CH3:21])[N:20]=2)=[N:13][CH:12]=1, predict the reactants needed to synthesize it. The reactants are: [CH2:1]([O:8][C:9]1[CH:10]=[C:11]([S:22][CH2:23][CH2:24][C:25]([O:27][CH3:28])=O)[CH:12]=[N:13][C:14]=1[NH:15][C:16]1[S:17][CH:18]=[C:19]([CH3:21])[N:20]=1)[C:2]1[CH:7]=[CH:6][CH:5]=[CH:4][CH:3]=1.CC([O-])(C)C.[K+].[Cl:35][CH2:36][C:37]1C=CC=[CH:39][C:38]=1OC.Cl. (9) Given the product [CH3:25][O:8][CH2:7][C:2]1([NH:1][C:14](=[O:15])[O:13][C:9]([CH3:12])([CH3:11])[CH3:10])[CH2:6][CH2:5][CH2:4][CH2:3]1, predict the reactants needed to synthesize it. The reactants are: [NH2:1][C:2]1([CH2:7][OH:8])[CH2:6][CH2:5][CH2:4][CH2:3]1.[C:9]([O:13][C:14](O[C:14]([O:13][C:9]([CH3:12])([CH3:11])[CH3:10])=[O:15])=[O:15])([CH3:12])([CH3:11])[CH3:10].I[CH3:25].